This data is from Catalyst prediction with 721,799 reactions and 888 catalyst types from USPTO. The task is: Predict which catalyst facilitates the given reaction. (1) Reactant: [F:1][C:2]1[CH:10]=[C:9]2[C:5]([C:6]([C:12]3[N:13]=[C:14]4[C:20]([C:21](O)=[O:22])=[CH:19][NH:18][C:15]4=[N:16][CH:17]=3)=[N:7][N:8]2[CH3:11])=[CH:4][CH:3]=1.Cl.[NH2:25][C:26]1([CH3:40])[CH2:31][CH2:30][CH:29]([NH:32][C:33](=[O:39])[O:34][C:35]([CH3:38])([CH3:37])[CH3:36])[CH2:28][CH2:27]1.CCN=C=NCCCN(C)C.C1C=CC2N(O)N=NC=2C=1.CCN(C(C)C)C(C)C. Product: [F:1][C:2]1[CH:10]=[C:9]2[C:5]([C:6]([C:12]3[N:13]=[C:14]4[C:20]([C:21]([NH:25][C:26]5([CH3:40])[CH2:31][CH2:30][CH:29]([NH:32][C:33](=[O:39])[O:34][C:35]([CH3:37])([CH3:36])[CH3:38])[CH2:28][CH2:27]5)=[O:22])=[CH:19][NH:18][C:15]4=[N:16][CH:17]=3)=[N:7][N:8]2[CH3:11])=[CH:4][CH:3]=1. The catalyst class is: 241. (2) Reactant: [F:1][C:2]1[CH:3]=[CH:4][CH:5]=[C:6]2[C:10]=1[N:9]([C@H:11]1[C:15]3[CH:16]=[CH:17][CH:18]=[CH:19][C:14]=3[O:13][C@@H:12]1[CH2:20][N:21]([CH3:34])S(C1C=CC=CC=1[N+]([O-])=O)(=O)=O)[CH2:8][C:7]2([CH3:36])[CH3:35].C(=O)([O-])[O-].[K+].[K+].C1(S)C=CC=CC=1.[Cl-].[NH4+]. Product: [F:1][C:2]1[CH:3]=[CH:4][CH:5]=[C:6]2[C:10]=1[N:9]([C@H:11]1[C:15]3[CH:16]=[CH:17][CH:18]=[CH:19][C:14]=3[O:13][C@@H:12]1[CH2:20][NH:21][CH3:34])[CH2:8][C:7]2([CH3:36])[CH3:35]. The catalyst class is: 9. (3) The catalyst class is: 6. Reactant: [C:1]([NH:9][NH2:10])(=[O:8])[C:2]1[CH:7]=[CH:6][CH:5]=[CH:4][CH:3]=1.CN1CCCC1=O.[CH3:18][C:19]1[C:27]([CH3:28])=[CH:26][CH:25]=[CH:24][C:20]=1[C:21](Cl)=[O:22]. Product: [CH3:18][C:19]1[C:27]([CH3:28])=[CH:26][CH:25]=[CH:24][C:20]=1[C:21]([NH:10][NH:9][C:1](=[O:8])[C:2]1[CH:7]=[CH:6][CH:5]=[CH:4][CH:3]=1)=[O:22]. (4) The catalyst class is: 18. Product: [NH2:12][C:13]1[C:14]([C:20]([N:6]([C:4]([C:3]2[CH:8]=[CH:9][CH:10]=[CH:11][C:2]=2[F:1])=[O:5])[NH2:7])=[O:21])=[N:15][C:16]([Br:19])=[CH:17][N:18]=1. Reactant: [F:1][C:2]1[CH:11]=[CH:10][CH:9]=[CH:8][C:3]=1[C:4]([NH:6][NH2:7])=[O:5].[NH2:12][C:13]1[C:14]([C:20](O)=[O:21])=[N:15][C:16]([Br:19])=[CH:17][N:18]=1.CN(C(ON1N=NC2C=CC=CC1=2)=[N+](C)C)C.[B-](F)(F)(F)F.CCN(C(C)C)C(C)C. (5) Reactant: [NH2:1][C:2]1[CH:17]=[CH:16][C:5]2[N:6]([CH:9]([CH3:15])[CH2:10][C:11]([O:13]C)=[O:12])[CH:7]=[N:8][C:4]=2[CH:3]=1. Product: [NH2:1][C:2]1[CH:17]=[CH:16][C:5]2[N:6]([CH:9]([CH3:15])[CH2:10][C:11]([OH:13])=[O:12])[CH:7]=[N:8][C:4]=2[CH:3]=1. The catalyst class is: 33. (6) Reactant: [CH3:1][O:2][CH2:3][CH2:4][C:5]1[N:6]([CH2:19][CH2:20][CH3:21])[C:7]2[C:16]3[CH:15]=[CH:14][C:13]([OH:17])=[CH:12][C:11]=3[N:10]=[CH:9][C:8]=2[N:18]=1.C(OC1C=C(C=CC=1)N)C1C=CC=CC=1.COCCC(Cl)=O.C(OC1C=CC(N)=CC=1)C1C=CC=CC=1.C(OCC(Cl)=O)C.N(C(OC(C)C)=O)=NC(OC(C)C)=O.C1(P(C2C=CC=CC=2)C2C=CC=CC=2)C=CC=CC=1.O[CH:100]1[CH2:105][CH2:104][N:103]([C:106]([O:108][C:109]([CH3:112])([CH3:111])[CH3:110])=[O:107])[CH2:102][CH2:101]1. Product: [CH3:1][O:2][CH2:3][CH2:4][C:5]1[N:6]([CH2:19][CH2:20][CH3:21])[C:7]2[C:16]3[CH:15]=[CH:14][C:13]([O:17][CH:100]4[CH2:105][CH2:104][N:103]([C:106]([O:108][C:109]([CH3:112])([CH3:111])[CH3:110])=[O:107])[CH2:102][CH2:101]4)=[CH:12][C:11]=3[N:10]=[CH:9][C:8]=2[N:18]=1. The catalyst class is: 7. (7) Reactant: [C:1]([O:5][C:6]([NH:8][C@H:9]1[CH2:13][C@@:12](C(C)C)([C:14]([OH:16])=[O:15])[CH:11]=[CH:10]1)=[O:7])([CH3:4])([CH3:3])[CH3:2].[CH2:20](O)C. Product: [C:1]([O:5][C:6]([NH:8][C@H:9]1[CH2:13][C@@H:12]([C:14]([O:16][CH3:20])=[O:15])[CH:11]=[CH:10]1)=[O:7])([CH3:2])([CH3:3])[CH3:4]. The catalyst class is: 45. (8) Reactant: [F:1][C:2]1[CH:7]=[C:6]([CH3:8])[C:5]([C:9]2[C:18](=[O:19])[N:17]([CH3:20])[C:16]3[N:15]=[C:14]([NH:21][CH3:22])[N:13]=[CH:12][C:11]=3[N:10]=2)=[CH:4][C:3]=1[NH:23]C(=O)C.Cl. Product: [NH2:23][C:3]1[C:2]([F:1])=[CH:7][C:6]([CH3:8])=[C:5]([C:9]2[C:18](=[O:19])[N:17]([CH3:20])[C:16]3[N:15]=[C:14]([NH:21][CH3:22])[N:13]=[CH:12][C:11]=3[N:10]=2)[CH:4]=1. The catalyst class is: 5. (9) Reactant: [C:1]1([C:7]2[N:8]=[C:9]([CH2:12]O)[S:10][CH:11]=2)[CH:6]=[CH:5][CH:4]=[CH:3][CH:2]=1.P(Br)(Br)[Br:15]. Product: [Br:15][CH2:12][C:9]1[S:10][CH:11]=[C:7]([C:1]2[CH:6]=[CH:5][CH:4]=[CH:3][CH:2]=2)[N:8]=1. The catalyst class is: 4.